Dataset: Forward reaction prediction with 1.9M reactions from USPTO patents (1976-2016). Task: Predict the product of the given reaction. (1) Given the reactants [CH2:1]([C@@H:8]1[CH2:19][N:18]2[C:10]([C:11]3[NH:12][C:13]([CH:26]4[CH2:30][CH2:29][CH2:28][CH2:27]4)=[N:14][C:15]=3[N:16]([CH2:21][C:22]([O:24]C)=[O:23])[C:17]2=[O:20])=[N:9]1)[C:2]1[CH:7]=[CH:6][CH:5]=[CH:4][CH:3]=1.O.[OH-].[Li+].[ClH:34], predict the reaction product. The product is: [ClH:34].[CH2:1]([C@@H:8]1[CH2:19][N:18]2[C:10]([C:11]3[NH:12][C:13]([CH:26]4[CH2:30][CH2:29][CH2:28][CH2:27]4)=[N:14][C:15]=3[N:16]([CH2:21][C:22]([OH:24])=[O:23])[C:17]2=[O:20])=[N:9]1)[C:2]1[CH:3]=[CH:4][CH:5]=[CH:6][CH:7]=1. (2) Given the reactants [C:1]([O:5][C:6]([C@@H:8]1[CH2:10][C@H:9]1[C@@:11]([CH3:27])([NH:20][S@@:21]([C:23]([CH3:26])([CH3:25])[CH3:24])=[O:22])[C:12]([C:15](OCC)=[O:16])([F:14])[F:13])=[O:7])([CH3:4])([CH3:3])[CH3:2].[BH4-].[Li+], predict the reaction product. The product is: [C:1]([O:5][C:6]([C@@H:8]1[CH2:10][C@H:9]1[C@@:11]([CH3:27])([NH:20][S@@:21]([C:23]([CH3:26])([CH3:25])[CH3:24])=[O:22])[C:12]([F:13])([F:14])[CH2:15][OH:16])=[O:7])([CH3:4])([CH3:2])[CH3:3].